The task is: Predict which catalyst facilitates the given reaction.. This data is from Catalyst prediction with 721,799 reactions and 888 catalyst types from USPTO. (1) Reactant: [C:1]([O:5][C:6]([N:8]1[CH2:13][CH2:12][CH2:11][C:10](=[O:14])[CH:9]1[CH2:15][C:16]1[CH:21]=[CH:20][CH:19]=[CH:18][CH:17]=1)=[O:7])([CH3:4])([CH3:3])[CH3:2].[Br:22]Br. Product: [C:1]([O:5][C:6]([N:8]1[CH2:13][CH2:12][CH:11]([Br:22])[C:10](=[O:14])[CH:9]1[CH2:15][C:16]1[CH:17]=[CH:18][CH:19]=[CH:20][CH:21]=1)=[O:7])([CH3:4])([CH3:2])[CH3:3]. The catalyst class is: 22. (2) Reactant: C(OC([NH:8][C@@H:9]1[CH2:14][C@H:13]2[CH2:15][C@@H:10]1[CH2:11][N:12]2[C:16]1[C:28]2[C:27]3[C:22](=[C:23]([N:30]([CH3:52])[C:31]([O:33][CH2:34][O:35][C:36](=[O:51])[CH2:37][N:38]4[CH2:43][CH2:42][N:41](C(OC(C)(C)C)=O)[CH2:40][CH2:39]4)=[O:32])[CH:24]=[C:25]([F:29])[CH:26]=3)[NH:21][C:20]=2[N:19]=[C:18]([O:53][C:54]2[CH:55]=[N:56][C:57]([CH3:60])=[N:58][CH:59]=2)[N:17]=1)=O)(C)(C)C. Product: [N:38]1([CH2:37][C:36]([O:35][CH2:34][O:33][C:31](=[O:32])[N:30]([C:23]2[CH:24]=[C:25]([F:29])[CH:26]=[C:27]3[C:22]=2[NH:21][C:20]2[N:19]=[C:18]([O:53][C:54]4[CH:55]=[N:56][C:57]([CH3:60])=[N:58][CH:59]=4)[N:17]=[C:16]([N:12]4[CH2:11][C@H:10]5[CH2:15][C@@H:13]4[CH2:14][C@H:9]5[NH2:8])[C:28]3=2)[CH3:52])=[O:51])[CH2:39][CH2:40][NH:41][CH2:42][CH2:43]1. The catalyst class is: 55. (3) Reactant: [F:1][C:2]1[CH:3]=[C:4]([CH:11]=[C:12](B2OC(C)(C)C(C)(C)O2)[CH:13]=1)[CH2:5][NH:6][S:7]([CH3:10])(=[O:9])=[O:8].Cl[C:24]1[CH:29]=[CH:28][N:27]=[C:26]([NH2:30])[C:25]=1[N+:31]([O-:33])=[O:32].C([O-])([O-])=O.[Na+].[Na+].CCOC(C)=O. Product: [NH2:30][C:26]1[C:25]([N+:31]([O-:33])=[O:32])=[C:24]([C:12]2[CH:11]=[C:4]([CH:3]=[C:2]([F:1])[CH:13]=2)[CH2:5][NH:6][S:7]([CH3:10])(=[O:8])=[O:9])[CH:29]=[CH:28][N:27]=1. The catalyst class is: 117. (4) Reactant: [NH2:1][C:2]1[CH:7]=[CH:6][CH:5]=[CH:4][CH:3]=1.[CH2:8](O)[C:9]1[CH:14]=[CH:13][CH:12]=[CH:11][CH:10]=1. Product: [CH2:8]([C:2]1([CH:7]=[CH:6][CH:5]=[CH:4][CH2:3]1)[NH2:1])[C:9]1[CH:14]=[CH:13][CH:12]=[CH:11][CH:10]=1. The catalyst class is: 7. (5) Reactant: [CH3:1][C:2]1[C:6]([C:7]([NH:9][N:10]2[CH2:15][CH2:14][CH2:13][CH2:12][CH2:11]2)=[O:8])=[N:5][N:4]([C:16]2[CH:17]=[CH:18][C:19]([Cl:23])=[CH:20][C:21]=2[Cl:22])[C:3]=1[C:24]1[CH:25]=[CH:26][C:27]([Cl:30])=[CH:28][CH:29]=1.Cl.[OH-].[Na+]. Product: [CH3:1][C:2]1[C:6]([C:7]([NH:9][N:10]2[CH2:11][CH2:12][CH2:13][CH2:14][CH2:15]2)=[O:8])=[N:5][N:4]([C:16]2[CH:17]=[CH:18][C:19]([Cl:23])=[CH:20][C:21]=2[Cl:22])[C:3]=1[C:24]1[CH:25]=[CH:26][C:27]([Cl:30])=[CH:28][CH:29]=1. The catalyst class is: 6.